Dataset: Full USPTO retrosynthesis dataset with 1.9M reactions from patents (1976-2016). Task: Predict the reactants needed to synthesize the given product. (1) The reactants are: CC1(C)O[C:6](=[O:8])[C:5](=[CH:9][NH:10][C:11]2[CH:15]=[CH:14][N:13]([CH3:16])[N:12]=2)C(=O)O1.C1(OC2C=CC=CC=2)C=CC=CC=1. Given the product [CH3:16][N:13]1[CH:14]=[C:15]2[C:11]([NH:10][CH:9]=[CH:5][C:6]2=[O:8])=[N:12]1, predict the reactants needed to synthesize it. (2) Given the product [C:9]([O:13][C:14]([NH:16][C@H:17]([CH3:21])[C:18]([O:20][C:4]1([N:7]=[O:8])[CH2:5][CH2:6][O:1][CH2:2][CH2:3]1)=[O:19])=[O:15])([CH3:12])([CH3:10])[CH3:11], predict the reactants needed to synthesize it. The reactants are: [O:1]1[CH2:6][CH2:5][C:4](=[N:7][OH:8])[CH2:3][CH2:2]1.[C:9]([O:13][C:14]([NH:16][C@H:17]([CH3:21])[C:18]([O-:20])=[O:19])=[O:15])([CH3:12])([CH3:11])[CH3:10].IC1C=CC=CC=1.C(O)(=O)C.C(O)(=O)C.IC1C=CC=CC=1. (3) Given the product [Cl:1][C:2]1[S:6][C:5]([CH2:7][NH:8][N:9]2[C:18]3[C:13](=[CH:14][CH:15]=[CH:16][CH:17]=3)[C:12]([OH:19])=[C:11]([C:20]3[NH:25][C:24]4[CH:26]=[CH:27][CH:28]=[CH:29][C:23]=4[S:22](=[O:30])(=[O:31])[N:21]=3)[C:10]2=[O:32])=[CH:4][CH:3]=1, predict the reactants needed to synthesize it. The reactants are: [Cl:1][C:2]1[S:6][C:5]([CH:7]=[N:8][N:9]2[C:18]3[C:13](=[CH:14][CH:15]=[CH:16][CH:17]=3)[C:12]([OH:19])=[C:11]([C:20]3[NH:25][C:24]4[CH:26]=[CH:27][CH:28]=[CH:29][C:23]=4[S:22](=[O:31])(=[O:30])[N:21]=3)[C:10]2=[O:32])=[CH:4][CH:3]=1.CO.[BH4-].[Li+].Cl. (4) Given the product [C:33]([NH:1][C:2]1[CH:7]=[CH:6][C:5]([C:8]2([OH:25])[CH2:9][N:10]([CH:12]([C:13]3[CH:18]=[CH:17][CH:16]=[CH:15][CH:14]=3)[C:19]3[CH:20]=[CH:21][CH:22]=[CH:23][CH:24]=3)[CH2:11]2)=[C:4]([F:26])[CH:3]=1)([O:35][CH2:36][C:37]1[CH:42]=[CH:41][CH:40]=[CH:39][CH:38]=1)=[O:34], predict the reactants needed to synthesize it. The reactants are: [NH2:1][C:2]1[CH:7]=[CH:6][C:5]([C:8]2([OH:25])[CH2:11][N:10]([CH:12]([C:19]3[CH:24]=[CH:23][CH:22]=[CH:21][CH:20]=3)[C:13]3[CH:18]=[CH:17][CH:16]=[CH:15][CH:14]=3)[CH2:9]2)=[C:4]([F:26])[CH:3]=1.C(=O)(O)[O-].[Na+].Cl[C:33]([O:35][CH2:36][C:37]1[CH:42]=[CH:41][CH:40]=[CH:39][CH:38]=1)=[O:34]. (5) Given the product [ClH:25].[NH2:11][C@@H:12]1[C@@H:18]2[CH2:19][CH2:20][C@@H:14]([C@@H:15]3[C@H:17]2[CH2:16]3)[C@@H:13]1[C:21]([O:23][CH3:24])=[O:22], predict the reactants needed to synthesize it. The reactants are: C(OC([NH:11][C@@H:12]1[C@@H:18]2[CH:19]=[CH:20][C@@H:14]([C@@H:15]3[C@H:17]2[CH2:16]3)[C@@H:13]1[C:21]([O:23][CH3:24])=[O:22])=O)C1C=CC=CC=1.[ClH:25]. (6) Given the product [Br:24][C:12]1[S:13][C:9]([NH:8][C:6]([O:5][C:1]([CH3:4])([CH3:2])[CH3:3])=[O:7])=[C:10]([C:14]([OH:16])=[O:15])[N:11]=1, predict the reactants needed to synthesize it. The reactants are: [C:1]([O:5][C:6]([NH:8][C:9]1[S:13][CH:12]=[N:11][C:10]=1[C:14]([OH:16])=[O:15])=[O:7])([CH3:4])([CH3:3])[CH3:2].C1C(=O)N([Br:24])C(=O)C1.